Task: Predict the reaction yield, written as a fraction of the theoretical maximum amount of product (1.0 means a 100% yield; for example, 0.34 means a 34% yield).. Dataset: Reaction yield outcomes from USPTO patents with 853,638 reactions (1) The catalyst is CC(C)=O. The product is [ClH:13].[N:22]1[C:23]2[C:28](=[CH:27][CH:26]=[CH:25][CH:24]=2)[CH:19]=[N:20][CH:21]=1. The yield is 0.160. The reactants are C(N(CC)CC)C.COCCBr.[Cl:13]C1C=CC(N[C:19]2[C:28]3[C:23](=[CH:24][C:25](OCCNC)=[C:26](OC)[CH:27]=3)[N:22]=[CH:21][N:20]=2)=C(F)C=1. (2) The reactants are FC(F)(F)[C:3](O)=[O:4].[C:8]1([C:14]2[NH:18][C:17](=[O:19])[C:16]3([CH2:24][CH2:23][NH:22][CH2:21][CH2:20]3)[N:15]=2)[CH:13]=[CH:12][CH:11]=[CH:10][CH:9]=1.[NH2:25][C@H:26]1[C:39](=[O:40])[N:38]([CH2:41][C:42]([CH3:45])([CH3:44])[CH3:43])[CH2:37][C:29]2[C:30]3[CH:31]=[N:32][NH:33][C:34]=3[CH:35]=[CH:36][C:28]=2[CH2:27]1. No catalyst specified. The product is [CH3:43][C:42]([CH3:45])([CH3:44])[CH2:41][N:38]1[CH2:37][C:29]2[C:30]3[CH:31]=[N:32][NH:33][C:34]=3[CH:35]=[CH:36][C:28]=2[CH2:27][C@@H:26]([NH:25][C:3]([N:22]2[CH2:23][CH2:24][C:16]3([N:15]=[C:14]([C:8]4[CH:9]=[CH:10][CH:11]=[CH:12][CH:13]=4)[NH:18][C:17]3=[O:19])[CH2:20][CH2:21]2)=[O:4])[C:39]1=[O:40]. The yield is 0.250. (3) The reactants are C([O:3][C:4]([C:6]1[N:7]([CH:26]([CH3:28])[CH3:27])[C:8]([CH:24]=[O:25])=[C:9]([C:17]2[CH:22]=[CH:21][C:20]([F:23])=[CH:19][CH:18]=2)[C:10]=1[C:11]1[CH:16]=[CH:15][CH:14]=[CH:13][CH:12]=1)=[O:5])C.[OH-].[Na+]. The catalyst is CO.O. The product is [F:23][C:20]1[CH:21]=[CH:22][C:17]([C:9]2[C:10]([C:11]3[CH:12]=[CH:13][CH:14]=[CH:15][CH:16]=3)=[C:6]([C:4]([OH:5])=[O:3])[N:7]([CH:26]([CH3:28])[CH3:27])[C:8]=2[CH:24]=[O:25])=[CH:18][CH:19]=1. The yield is 1.00.